This data is from Full USPTO retrosynthesis dataset with 1.9M reactions from patents (1976-2016). The task is: Predict the reactants needed to synthesize the given product. (1) Given the product [CH3:13][C:11]1[NH:10][N:9]=[C:8]([O:7][C:15]2[CH:20]=[CH:19][C:18]([N+:21]([O-:23])=[O:22])=[CH:17][C:16]=2[C:24]([F:25])([F:26])[F:27])[CH:12]=1, predict the reactants needed to synthesize it. The reactants are: C(=O)([O-])[O-].[K+].[K+].[OH:7][C:8]1[CH:12]=[C:11]([CH3:13])[NH:10][N:9]=1.F[C:15]1[CH:20]=[CH:19][C:18]([N+:21]([O-:23])=[O:22])=[CH:17][C:16]=1[C:24]([F:27])([F:26])[F:25].Cl. (2) Given the product [CH:31]1([N:12]([CH:9]2[CH2:10][CH2:11][N:6]([C:4](=[NH:5])[NH:2][OH:3])[CH2:7][CH2:8]2)[C:13]([C:15]2[CH:20]=[N:19][C:18]([C:21]3[CH:26]=[CH:25][C:24]([S:27]([CH3:30])(=[O:29])=[O:28])=[CH:23][CH:22]=3)=[N:17][CH:16]=2)=[O:14])[CH2:33][CH2:32]1, predict the reactants needed to synthesize it. The reactants are: Cl.[NH2:2][OH:3].[C:4]([N:6]1[CH2:11][CH2:10][CH:9]([N:12]([CH:31]2[CH2:33][CH2:32]2)[C:13]([C:15]2[CH:16]=[N:17][C:18]([C:21]3[CH:26]=[CH:25][C:24]([S:27]([CH3:30])(=[O:29])=[O:28])=[CH:23][CH:22]=3)=[N:19][CH:20]=2)=[O:14])[CH2:8][CH2:7]1)#[N:5].C(N(C(C)C)C(C)C)C. (3) Given the product [CH2:23]([O:25][C:26](=[O:27])[CH2:13][C:6]1[C:5]2[C:10](=[CH:11][CH:12]=[C:3]([O:2][CH3:1])[CH:4]=2)[N:9]=[CH:8][CH:7]=1)[CH3:24], predict the reactants needed to synthesize it. The reactants are: [CH3:1][O:2][C:3]1[CH:4]=[C:5]2[C:10](=[CH:11][CH:12]=1)[N:9]=[CH:8][CH:7]=[C:6]2[CH3:13].[NH2-].[Na+].C1(C)C=CC=CC=1.[CH2:23]([O:25][C:26](=O)[O:27]CC)[CH3:24]. (4) The reactants are: [Cl:1][C:2]1[CH:3]=[CH:4][C:5]([N+:9]([O-:11])=[O:10])=[C:6]([CH:8]=1)[NH2:7].[Br:12]N1C(=O)CCC1=O.O. Given the product [Br:12][C:3]1[C:2]([Cl:1])=[CH:8][C:6]([NH2:7])=[C:5]([N+:9]([O-:11])=[O:10])[CH:4]=1, predict the reactants needed to synthesize it. (5) Given the product [NH2:1][C:2]1[CH:3]=[C:4]([CH:10]=[CH:11][C:12]=1[C:13]#[N:14])[C:5]([OH:7])=[O:6], predict the reactants needed to synthesize it. The reactants are: [NH2:1][C:2]1[CH:3]=[C:4]([CH:10]=[CH:11][C:12]=1[C:13]#[N:14])[C:5]([O:7]CC)=[O:6].O.[OH-].[Li+]. (6) Given the product [CH3:1][O:2][C:3]1[CH:4]=[CH:5][C:6]([C:9]2[O:10][CH:11]=[C:12]([CH2:14][O:15][C:16]3[CH:21]=[CH:20][C:19]([S:23]([Cl:22])(=[O:25])=[O:24])=[CH:18][CH:17]=3)[N:13]=2)=[CH:7][CH:8]=1, predict the reactants needed to synthesize it. The reactants are: [CH3:1][O:2][C:3]1[CH:8]=[CH:7][C:6]([C:9]2[O:10][CH:11]=[C:12]([CH2:14][O:15][C:16]3[CH:21]=[CH:20][CH:19]=[CH:18][CH:17]=3)[N:13]=2)=[CH:5][CH:4]=1.[Cl:22][S:23](O)(=[O:25])=[O:24]. (7) Given the product [CH3:9][N:10]1[C:18]2[C:13](=[CH:14][C:15]([C:19]3[NH:1][C:2]4[N:6]([N:5]=[CH:4][C:3]=4[C:7]#[N:8])[C:21](=[O:22])[CH:20]=3)=[CH:16][CH:17]=2)[CH:12]=[N:11]1, predict the reactants needed to synthesize it. The reactants are: [NH2:1][C:2]1[NH:6][N:5]=[CH:4][C:3]=1[C:7]#[N:8].[CH3:9][N:10]1[C:18]2[C:13](=[CH:14][C:15]([C:19](=O)[CH2:20][C:21](OCC)=[O:22])=[CH:16][CH:17]=2)[CH:12]=[N:11]1.CC1C=CC(S(O)(=O)=O)=CC=1. (8) Given the product [CH:14]1[CH:13]=[CH:12][C:11]([NH:10][C:8]([CH2:7][CH2:6][CH2:5][CH2:4][CH2:3][CH2:2][C:1]([NH:32][OH:33])=[O:18])=[O:9])=[CH:16][CH:15]=1, predict the reactants needed to synthesize it. The reactants are: [C:1]([OH:18])(=O)[CH2:2][CH2:3][CH2:4][CH2:5][CH2:6][CH2:7][C:8]([NH:10][C:11]1[CH:16]=[CH:15][CH:14]=[CH:13][CH:12]=1)=[O:9].C1N=CN(C(N2C=NC=C2)=O)C=1.Cl.[NH2:32][OH:33]. (9) Given the product [NH2:10][CH:2]([CH3:9])[CH2:3][C:4]([O:6][CH2:7][CH3:8])=[O:5], predict the reactants needed to synthesize it. The reactants are: O[CH:2]([CH3:9])[CH2:3][C:4]([O:6][CH2:7][CH3:8])=[O:5].[NH3:10]. (10) Given the product [CH3:1][C:2]1[O:6][C:5]([C:7]2[CH:8]=[CH:9][CH:10]=[CH:11][CH:12]=2)=[N:4][C:3]=1[CH2:13][O:14][C:15]1[CH:16]=[CH:17][C:18]([CH2:19][O:20]/[N:21]=[C:25](/[C:36]2[CH:37]=[CH:38][CH:39]=[CH:40][CH:41]=2)\[CH2:26][CH2:27][CH2:28][CH2:29][CH2:30][C:31]([O:33][CH2:34][CH3:35])=[O:32])=[CH:22][CH:23]=1, predict the reactants needed to synthesize it. The reactants are: [CH3:1][C:2]1[O:6][C:5]([C:7]2[CH:12]=[CH:11][CH:10]=[CH:9][CH:8]=2)=[N:4][C:3]=1[CH2:13][O:14][C:15]1[CH:23]=[CH:22][C:18]([CH2:19][O:20][NH2:21])=[CH:17][CH:16]=1.O=[C:25]([C:36]1[CH:41]=[CH:40][CH:39]=[CH:38][CH:37]=1)[CH2:26][CH2:27][CH2:28][CH2:29][CH2:30][C:31]([O:33][CH2:34][CH3:35])=[O:32].C(O)(=O)C.C([O-])(=O)C.[Na+].